This data is from Reaction yield outcomes from USPTO patents with 853,638 reactions. The task is: Predict the reaction yield, written as a fraction of the theoretical maximum amount of product (1.0 means a 100% yield; for example, 0.34 means a 34% yield). (1) The reactants are [CH3:1][O:2][C:3]([NH:5][C@H:6]([C:60]1[CH:65]=[CH:64][CH:63]=[CH:62][CH:61]=1)[C:7]([N:9]1[CH2:13][C@@H:12]([CH2:14][O:15][CH3:16])[CH2:11][C@H:10]1[C:17]1[NH:18][C:19]([C:22]2[CH:27]=[C:26]3[CH2:28][O:29][C:30]4[CH:59]=[C:58]5[C:33]([CH:34]=[CH:35][C:36]6[N:40]=[C:39]([C@@H:41]7[CH2:45][CH2:44][C@H:43]([CH3:46])[N:42]7[C:47](=[O:57])[C@@H:48]([NH:52][C:53](=[O:56])[O:54][CH3:55])[CH:49]([CH3:51])[CH3:50])[NH:38][C:37]=65)=[CH:32][C:31]=4[C:25]3=[CH:24][CH:23]=2)=[CH:20][N:21]=1)=[O:8])=[O:4].[Cr](Cl)([O-])(=O)=[O:67].[NH+]1C=CC=CC=1. The catalyst is C(Cl)Cl.CO. The product is [CH3:55][O:54][C:53]([NH:52][C@@H:48]([CH:49]([CH3:51])[CH3:50])[C:47]([N:42]1[C@@H:43]([CH3:46])[CH2:44][CH2:45][C@H:41]1[C:39]1[NH:38][C:37]2[C:58]3[C:33]([CH:34]=[CH:35][C:36]=2[N:40]=1)=[CH:32][C:31]1[C:25]2[C:26]([C:28](=[O:67])[O:29][C:30]=1[CH:59]=3)=[CH:27][C:22]([C:19]1[NH:18][C:17]([C@@H:10]3[CH2:11][C@H:12]([CH2:14][O:15][CH3:16])[CH2:13][N:9]3[C:7](=[O:8])[C@H:6]([NH:5][C:3](=[O:4])[O:2][CH3:1])[C:60]3[CH:61]=[CH:62][CH:63]=[CH:64][CH:65]=3)=[N:21][CH:20]=1)=[CH:23][CH:24]=2)=[O:57])=[O:56]. The yield is 0.390. (2) The reactants are [NH2:1][C:2]1[C:3]([OH:12])=[C:4]([CH:9]=[CH:10][CH:11]=1)[C:5]([O:7][CH3:8])=[O:6].[N:13]1[CH:18]=[CH:17][CH:16]=[CH:15][CH:14]=1.N1C=CC=C([C:25]2[CH:33]=[CH:32][C:28]([C:29](Cl)=[O:30])=[CH:27][CH:26]=2)C=1. The catalyst is C1(C)C=CC=CC=1. The product is [OH:12][C:3]1[C:2]([NH:1][C:29](=[O:30])[C:28]2[CH:32]=[CH:33][C:25]([C:16]3[CH:17]=[CH:18][N:13]=[CH:14][CH:15]=3)=[CH:26][CH:27]=2)=[CH:11][CH:10]=[CH:9][C:4]=1[C:5]([O:7][CH3:8])=[O:6]. The yield is 0.710. (3) The reactants are CC(C)([O-])C.[Na+].[NH+]1C=CNC=1.[C:12]1([NH:18][C:19]2[CH:24]=[CH:23][CH:22]=[CH:21][CH:20]=2)[CH:17]=[CH:16][CH:15]=[CH:14][CH:13]=1.Br[C:26]1[CH:31]=[CH:30][CH:29]=[CH:28][CH:27]=1. The catalyst is C([O-])(=O)C.[Pd+2].C([O-])(=O)C.C(Cl)Cl.C1(C)C=CC=CC=1. The product is [C:19]1([N:18]([C:26]2[CH:31]=[CH:30][CH:29]=[CH:28][CH:27]=2)[C:12]2[CH:13]=[CH:14][CH:15]=[CH:16][CH:17]=2)[CH:20]=[CH:21][CH:22]=[CH:23][CH:24]=1. The yield is 0.570. (4) The reactants are C(=O)([O-])[O-].[K+].[K+].[NH:7]1[CH:11]=[N:10][C:9]([SH:12])=[N:8]1.CN(C)C=O.[C:18]([O:22][C:23]([NH:25][C@@:26]1([C:54]([O:56][C:57]([CH3:60])([CH3:59])[CH3:58])=[O:55])[C@H:31]([O:32][CH2:33][C:34]2[CH:39]=[CH:38][C:37]([Cl:40])=[C:36]([Cl:41])[CH:35]=2)[C@H:30](OS(C)(=O)=O)[C@@H:29]2[C@H:27]1[C@H:28]2[C:47]([O:49][C:50]([CH3:53])([CH3:52])[CH3:51])=[O:48])=[O:24])([CH3:21])([CH3:20])[CH3:19]. The catalyst is C(=O)(O)[O-].[Na+]. The product is [C:18]([O:22][C:23]([NH:25][C@@:26]1([C:54]([O:56][C:57]([CH3:60])([CH3:59])[CH3:58])=[O:55])[C@H:31]([O:32][CH2:33][C:34]2[CH:39]=[CH:38][C:37]([Cl:40])=[C:36]([Cl:41])[CH:35]=2)[C@@H:30]([S:12][C:9]2[N:10]=[CH:11][NH:7][N:8]=2)[C@@H:29]2[C@H:27]1[C@H:28]2[C:47]([O:49][C:50]([CH3:52])([CH3:51])[CH3:53])=[O:48])=[O:24])([CH3:21])([CH3:19])[CH3:20]. The yield is 0.690.